From a dataset of Reaction yield outcomes from USPTO patents with 853,638 reactions. Predict the reaction yield, written as a fraction of the theoretical maximum amount of product (1.0 means a 100% yield; for example, 0.34 means a 34% yield). (1) The catalyst is C1COCC1. The yield is 0.930. The product is [Cl:20][C:17]1[CH:16]=[CH:15][C:14]([CH:10]([CH:11]2[CH2:12][CH2:13]2)[NH2:9])=[CH:19][CH:18]=1. The reactants are O1CCCC1.B.CO[N:9]=[C:10]([C:14]1[CH:19]=[CH:18][C:17]([Cl:20])=[CH:16][CH:15]=1)[CH:11]1[CH2:13][CH2:12]1.O.[OH-].[Na+]. (2) The reactants are [CH3:1][S:2](Cl)(=[O:4])=[O:3].[OH:6][CH2:7][CH2:8][C:9]1[CH:16]=[CH:15][C:12]([C:13]#[N:14])=[CH:11][CH:10]=1.C(N(CC)CC)C.O. The catalyst is C(Cl)Cl. The product is [CH3:1][S:2]([O:6][CH2:7][CH2:8][C:9]1[CH:16]=[CH:15][C:12]([C:13]#[N:14])=[CH:11][CH:10]=1)(=[O:4])=[O:3]. The yield is 1.00. (3) The reactants are [CH3:1][O:2][C:3]1[CH:8]=[CH:7][C:6]([NH:9][C:10]2[CH:15]=[CH:14][CH:13]=[CH:12][CH:11]=2)=[C:5]([CH3:16])[CH:4]=1.I[C:18]1[CH:23]=[CH:22][C:21]([C:24]2[CH:29]=[CH:28][C:27]([C:30]3[CH:35]=[CH:34][C:33](I)=[CH:32][CH:31]=3)=[CH:26][CH:25]=2)=[CH:20][CH:19]=1.[C:37](=[O:40])([O-])[O-].[K+].[K+].CCCCC[CH2:48][CH2:49][CH2:50][CH2:51][CH2:52][CH2:53][CH3:54]. The catalyst is [Cu]. The product is [CH3:1][O:2][C:3]1[CH:8]=[CH:7][C:6]([N:9]([C:10]2[CH:11]=[CH:12][CH:13]=[CH:14][CH:15]=2)[C:18]2[CH:23]=[CH:22][C:21]([C:24]3[CH:29]=[CH:28][C:27]([C:30]4[CH:35]=[CH:34][C:33]([N:9]([C:54]5[CH:53]=[CH:52][C:51]([O:40][CH3:37])=[CH:50][C:49]=5[CH3:48])[C:6]5[CH:7]=[CH:8][CH:3]=[CH:4][CH:5]=5)=[CH:32][CH:31]=4)=[CH:26][CH:25]=3)=[CH:20][CH:19]=2)=[C:5]([CH3:16])[CH:4]=1. The yield is 0.800. (4) The catalyst is O1CCCC1.C(O)(C)C. The yield is 0.994. The reactants are COC[O:4][C:5]1[CH:6]=[C:7]([CH2:15][CH2:16][CH:17]([O:26][C:27](=[S:37])[NH:28][CH2:29][CH2:30][C:31]2[CH:36]=[CH:35][CH:34]=[CH:33][CH:32]=2)[CH2:18][CH2:19][C:20]2[CH:25]=[CH:24][CH:23]=[CH:22][CH:21]=2)[CH:8]=[CH:9][C:10]=1[O:11]COC.Cl. The product is [OH:4][C:5]1[CH:6]=[C:7]([CH2:15][CH2:16][CH:17]([O:26][C:27](=[S:37])[NH:28][CH2:29][CH2:30][C:31]2[CH:32]=[CH:33][CH:34]=[CH:35][CH:36]=2)[CH2:18][CH2:19][C:20]2[CH:25]=[CH:24][CH:23]=[CH:22][CH:21]=2)[CH:8]=[CH:9][C:10]=1[OH:11].